From a dataset of Forward reaction prediction with 1.9M reactions from USPTO patents (1976-2016). Predict the product of the given reaction. (1) Given the reactants [OH:1][CH:2]1[CH2:7][CH2:6][N:5]([C:8]([O:10][C:11]([CH3:14])([CH3:13])[CH3:12])=[O:9])[CH2:4][CH2:3]1.C(N(CC)CC)C.[CH3:22][S:23](Cl)(=[O:25])=[O:24], predict the reaction product. The product is: [CH3:22][S:23]([O:1][CH:2]1[CH2:3][CH2:4][N:5]([C:8]([O:10][C:11]([CH3:14])([CH3:13])[CH3:12])=[O:9])[CH2:6][CH2:7]1)(=[O:25])=[O:24]. (2) Given the reactants [Cu]([C:4]#[N:5])C#N.[C-]#N.[Na+].Br[C:10]1[N:11]=[CH:12][C:13]([NH2:16])=[N:14][CH:15]=1, predict the reaction product. The product is: [NH2:16][C:13]1[N:14]=[CH:15][C:10]([C:4]#[N:5])=[N:11][CH:12]=1. (3) Given the reactants [CH3:1][C:2]1([C:5]2[N:6]=[N:7][C:8]([N:11]3[CH:15]=[N:14][N:13]=[N:12]3)=[CH:9][CH:10]=2)[CH2:4][O:3]1, predict the reaction product. The product is: [N:11]1([C:8]2[N:7]=[N:6][C:5]([CH:2]([CH3:1])[CH2:4][OH:3])=[CH:10][CH:9]=2)[CH:15]=[N:14][N:13]=[N:12]1. (4) Given the reactants [Cl:1][C:2]1[CH:3]=[C:4]([CH2:8][C:9](Cl)=[O:10])[CH:5]=[CH:6][CH:7]=1.[NH2:12][C:13]1[S:14][C:15]2[CH:21]=[C:20]([C:22]([F:25])([F:24])[F:23])[CH:19]=[CH:18][C:16]=2[N:17]=1, predict the reaction product. The product is: [F:25][C:22]([F:23])([F:24])[C:20]1[CH:19]=[CH:18][C:16]2[N:17]=[C:13]([NH:12][C:9](=[O:10])[CH2:8][C:4]3[CH:5]=[CH:6][CH:7]=[C:2]([Cl:1])[CH:3]=3)[S:14][C:15]=2[CH:21]=1. (5) Given the reactants Br[C:2]1[C:10]2[C:9]([NH2:11])=[N:8][CH:7]=[N:6][C:5]=2[NH:4][CH:3]=1.CC1(C)C(C)(C)OB([C:20]2[CH:21]=[C:22]3[C:26](=[CH:27][CH:28]=2)[N:25]([C:29](=[O:41])[CH2:30][C:31]2[CH:36]=[CH:35][CH:34]=[C:33]([C:37]([F:40])([F:39])[F:38])[CH:32]=2)[CH2:24][CH2:23]3)O1.[O-]P([O-])([O-])=O.[K+].[K+].[K+].F[B-](F)(F)F.C([PH+](C(C)(C)C)C(C)(C)C)(C)(C)C, predict the reaction product. The product is: [F:40][C:37]([F:38])([F:39])[C:33]1[CH:32]=[C:31]([CH2:30][C:29]([N:25]2[C:26]3[C:22](=[CH:21][C:20]([C:2]4[C:10]5[C:5]([NH:6][CH:7]=[N:8][C:9]=5[NH2:11])=[N:4][CH:3]=4)=[CH:28][CH:27]=3)[CH2:23][CH2:24]2)=[O:41])[CH:36]=[CH:35][CH:34]=1. (6) Given the reactants [CH3:1][N:2]([CH2:18][C:19]1[CH:20]=[CH:21][C:22]2[S:23][CH2:24][C:25](=[O:29])[NH:26][C:27]=2[N:28]=1)[C:3]([CH:5]1[O:10][CH2:9][CH2:8][N:7](C(OC(C)(C)C)=O)[CH2:6]1)=[O:4].Cl, predict the reaction product. The product is: [CH3:1][N:2]([CH2:18][C:19]1[CH:20]=[CH:21][C:22]2[S:23][CH2:24][C:25](=[O:29])[NH:26][C:27]=2[N:28]=1)[C:3]([CH:5]1[O:10][CH2:9][CH2:8][NH:7][CH2:6]1)=[O:4].